From a dataset of Cav3 T-type calcium channel HTS with 100,875 compounds. Binary Classification. Given a drug SMILES string, predict its activity (active/inactive) in a high-throughput screening assay against a specified biological target. (1) The compound is S(c1n(nnn1)C1CCCCC1)CC(=O)Nc1ccc(cc1)C(OC)=O. The result is 0 (inactive). (2) The compound is FC(F)c1n2nc(nc2nc(c1)C)C(=O)NCc1c(F)cccc1. The result is 0 (inactive). (3) The molecule is S(=O)(=O)(N(C)C)c1ccc(cc1)c1ccccc1. The result is 0 (inactive). (4) The compound is n12C(N(c3c(c1nc1c2cccc1)cccc3)CC)c1cccnc1. The result is 0 (inactive). (5) The molecule is S=C(Nc1nc2c([nH]c1=O)ccc(c2)C)N. The result is 0 (inactive). (6) The molecule is O(c1ccc(C(=O)NCc2cccnc2)cc1)CC. The result is 0 (inactive). (7) The molecule is O1C(C(OC1(C)C)C(=O)N(C)C)C(=O)N(C)C. The result is 0 (inactive). (8) The drug is O1CCN(CC1)CCNc1nc(Nc2ccccc2)nc(OC)n1. The result is 0 (inactive). (9) The result is 0 (inactive). The molecule is O1c2c(N(CCC(=O)NCCN3CCN(CC3)c3ccc(OC)cc3)C(=O)C1)cccc2. (10) The drug is O=C/1CC(CC(=O)C1=C\NCC1CCNCC1)(C)C. The result is 0 (inactive).